Predict the product of the given reaction. From a dataset of Forward reaction prediction with 1.9M reactions from USPTO patents (1976-2016). (1) Given the reactants [C:1]([O:5][C:6]([N:8]1[CH2:12][CH2:11][C:10]2([CH2:17][CH2:16][CH2:15][NH:14][C:13]2=[O:18])[CH2:9]1)=[O:7])([CH3:4])([CH3:3])[CH3:2].[H-].[Na+].Br[CH2:22][C:23]1[C:31]2[C:26](=[CH:27][CH:28]=[CH:29][CH:30]=2)[N:25]([S:32]([C:35]2[CH:41]=[CH:40][C:38]([CH3:39])=[CH:37][CH:36]=2)(=[O:34])=[O:33])[CH:24]=1, predict the reaction product. The product is: [C:1]([O:5][C:6]([N:8]1[CH2:12][CH2:11][C:10]2([CH2:17][CH2:16][CH2:15][N:14]([CH2:22][C:23]3[C:31]4[C:26](=[CH:27][CH:28]=[CH:29][CH:30]=4)[N:25]([S:32]([C:35]4[CH:36]=[CH:37][C:38]([CH3:39])=[CH:40][CH:41]=4)(=[O:34])=[O:33])[CH:24]=3)[C:13]2=[O:18])[CH2:9]1)=[O:7])([CH3:4])([CH3:2])[CH3:3]. (2) Given the reactants [CH3:1][C:2]1[CH:6]=[C:5]([CH3:7])[NH:4][N:3]=1.[CH2:8]=[O:9], predict the reaction product. The product is: [OH:9][CH2:8][N:3]1[C:2]([CH3:1])=[CH:6][C:5]([CH3:7])=[N:4]1. (3) Given the reactants [Cl:1][C:2]1[CH:9]=[CH:8][C:5]([C:6]#[N:7])=[C:4]([C:10]2[C:15]([O:16][CH3:17])=[CH:14][NH:13][C:12](=[O:18])[CH:11]=2)[CH:3]=1.[H-].[Na+].Cl[CH:22]([O:28][CH2:29][CH3:30])[C:23]([O:25][CH2:26][CH3:27])=[O:24].O, predict the reaction product. The product is: [Cl:1][C:2]1[CH:9]=[CH:8][C:5]([C:6]#[N:7])=[C:4]([C:10]2[C:15]([O:16][CH3:17])=[CH:14][N:13]([CH:22]([O:28][CH2:29][CH3:30])[C:23]([O:25][CH2:26][CH3:27])=[O:24])[C:12](=[O:18])[CH:11]=2)[CH:3]=1. (4) Given the reactants [Cl:1][C:2]1[CH:3]=[C:4]2[C:12](=[O:13])[C:11]3[CH:14]=[C:15](OC)[N:16]=[CH:17][C:10]=3[CH:9]=[CH:8][C:5]2=[N:6][CH:7]=1.O=P(Cl)(Cl)[Cl:22].C([O-])(O)=O.[Na+], predict the reaction product. The product is: [Cl:1][C:2]1[CH:3]=[C:4]2[C:12](=[O:13])[C:11]3[CH:14]=[C:15]([Cl:22])[N:16]=[CH:17][C:10]=3[CH:9]=[CH:8][C:5]2=[N:6][CH:7]=1. (5) Given the reactants I[C:2]1[CH:7]=[CH:6][N:5]=[C:4]([O:8]C)[C:3]=1[C:10]1[NH:11][C:12]([CH2:16][N:17]2[CH2:22][CH2:21][O:20][CH2:19][CH2:18]2)=[C:13]([CH3:15])[N:14]=1.Cl.C(N(CC)CC)C.[NH2:31][CH2:32][C@H:33]([C:35]1[CH:40]=[CH:39][CH:38]=[C:37]([Cl:41])[CH:36]=1)[OH:34], predict the reaction product. The product is: [Cl:41][C:37]1[CH:36]=[C:35]([C@H:33]([OH:34])[CH2:32][NH:31][C:2]2[CH:7]=[CH:6][NH:5][C:4](=[O:8])[C:3]=2[C:10]2[NH:11][C:12]([CH2:16][N:17]3[CH2:22][CH2:21][O:20][CH2:19][CH2:18]3)=[C:13]([CH3:15])[N:14]=2)[CH:40]=[CH:39][CH:38]=1. (6) Given the reactants Cl.Cl.[O:3]1[C:7]2[CH:8]=[CH:9][CH:10]=[C:11]([CH:12]3[CH2:17][CH2:16][N:15]([CH2:18][CH2:19][C@H:20]4[CH2:25][CH2:24][C@H:23]([NH2:26])[CH2:22][CH2:21]4)[CH2:14][CH2:13]3)[C:6]=2[CH2:5][CH2:4]1.[O:27]1[CH2:31][CH2:30][CH:29]([C:32](O)=[O:33])[CH2:28]1, predict the reaction product. The product is: [O:3]1[C:7]2[CH:8]=[CH:9][CH:10]=[C:11]([CH:12]3[CH2:17][CH2:16][N:15]([CH2:18][CH2:19][C@H:20]4[CH2:21][CH2:22][C@H:23]([NH:26][C:32]([CH:29]5[CH2:30][CH2:31][O:27][CH2:28]5)=[O:33])[CH2:24][CH2:25]4)[CH2:14][CH2:13]3)[C:6]=2[CH2:5][CH2:4]1. (7) Given the reactants [N:1]1[C:10]2[CH2:9][CH2:8][CH2:7][CH:6]([OH:11])[C:5]=2[N:4]=[CH:3][CH:2]=1.CC(OI1(OC(C)=O)(OC(C)=O)OC(=O)C2C=CC=CC1=2)=O.O.CO, predict the reaction product. The product is: [N:1]1[C:10]2[CH2:9][CH2:8][CH2:7][C:6](=[O:11])[C:5]=2[N:4]=[CH:3][CH:2]=1. (8) Given the reactants [C:9](O[C:9]([O:11][C:12]([CH3:15])([CH3:14])[CH3:13])=[O:10])([O:11][C:12]([CH3:15])([CH3:14])[CH3:13])=[O:10].[NH2:16][C:17]([CH3:21])([CH3:20])[CH2:18][OH:19].C(N(CC)CC)C, predict the reaction product. The product is: [C:12]([O:11][C:9](=[O:10])[NH:16][C:17]([CH3:21])([CH3:20])[CH2:18][OH:19])([CH3:13])([CH3:14])[CH3:15]. (9) Given the reactants N([O-])=O.[Na+].S(=O)(=O)(O)O.N[C:11]1[CH:12]=[C:13]2[C:18](=[CH:19][CH:20]=1)[CH:17]=[C:16]([C:21]([OH:23])=[O:22])[CH:15]=[CH:14]2.O.[ClH:25], predict the reaction product. The product is: [Cl:25][C:11]1[CH:12]=[C:13]2[C:18](=[CH:19][CH:20]=1)[CH:17]=[C:16]([C:21]([OH:23])=[O:22])[CH:15]=[CH:14]2.